Task: Predict the product of the given reaction.. Dataset: Forward reaction prediction with 1.9M reactions from USPTO patents (1976-2016) Given the reactants [C:1]([C:5]1[CH:10]=[CH:9][CH:8]=[CH:7][C:6]=1[N:11]1[CH2:16][CH2:15][N:14]([C:17]([C:19]2[CH:20]=[N:21][C:22](Cl)=[CH:23][CH:24]=2)=[O:18])[CH2:13][CH2:12]1)([CH3:4])([CH3:3])[CH3:2].[C:26]([O:30][CH2:31][CH3:32])(=[O:29])[CH2:27][SH:28].C(=O)([O-])[O-].[K+].[K+].CN(C)C=O, predict the reaction product. The product is: [C:1]([C:5]1[CH:10]=[CH:9][CH:8]=[CH:7][C:6]=1[N:11]1[CH2:16][CH2:15][N:14]([C:17]([C:19]2[CH:24]=[CH:23][C:22]([S:28][CH2:27][C:26]([O:30][CH2:31][CH3:32])=[O:29])=[N:21][CH:20]=2)=[O:18])[CH2:13][CH2:12]1)([CH3:4])([CH3:3])[CH3:2].